This data is from Reaction yield outcomes from USPTO patents with 853,638 reactions. The task is: Predict the reaction yield, written as a fraction of the theoretical maximum amount of product (1.0 means a 100% yield; for example, 0.34 means a 34% yield). (1) The reactants are [C:1]([C:4]1[CH:9]=[N:8][N:7]2[CH:10]=[C:11]([C:13]3[CH:14]=[N:15][C:16]([CH2:19][NH:20][C:21](=[O:25])[CH2:22][O:23][CH3:24])=[CH:17][CH:18]=3)[CH:12]=[C:6]2[C:5]=1[NH:26][C@H:27]1[C@@H:31]([CH2:32][CH3:33])[CH2:30][N:29](C(OCC2C=CC=CC=2)=O)[CH2:28]1)(=[O:3])[NH2:2].[Si]([I:48])(C)(C)C. The catalyst is C(#N)C. The product is [IH:48].[IH:48].[CH2:32]([C@H:31]1[CH2:30][NH:29][CH2:28][C@H:27]1[NH:26][C:5]1[C:6]2[N:7]([CH:10]=[C:11]([C:13]3[CH:14]=[N:15][C:16]([CH2:19][NH:20][C:21](=[O:25])[CH2:22][O:23][CH3:24])=[CH:17][CH:18]=3)[CH:12]=2)[N:8]=[CH:9][C:4]=1[C:1]([NH2:2])=[O:3])[CH3:33]. The yield is 0.980. (2) The reactants are [CH3:1][O:2][C:3]1[N:8]=[CH:7][C:6]([NH2:9])=[C:5](I)[CH:4]=1.[Br:11][C:12]1[CH:13]=[C:14](B(O)O)[C:15]([F:18])=[N:16][CH:17]=1. The catalyst is [F-].[K+].C(#N)C.O. The product is [Br:11][C:12]1[CH:13]=[C:14]([C:5]2[CH:4]=[C:3]([O:2][CH3:1])[N:8]=[CH:7][C:6]=2[NH2:9])[C:15]([F:18])=[N:16][CH:17]=1. The yield is 0.710.